Dataset: Forward reaction prediction with 1.9M reactions from USPTO patents (1976-2016). Task: Predict the product of the given reaction. (1) Given the reactants [OH:1][C:2]1[CH:9]=[CH:8][C:5]([CH:6]=[O:7])=[CH:4][CH:3]=1.C([O-])([O-])=O.[Cs+].[Cs+].S([O-])(=O)(=O)C.[CH2:21]([N:23]([CH2:28][CH3:29])[CH2:24][CH2:25][CH2:26]O)[CH3:22].CS(Cl)(=O)=O, predict the reaction product. The product is: [CH2:21]([N:23]([CH2:28][CH3:29])[CH2:24][CH2:25][CH2:26][O:1][C:2]1[CH:9]=[CH:8][C:5]([CH:6]=[O:7])=[CH:4][CH:3]=1)[CH3:22]. (2) The product is: [CH2:1]([N:3]([CH2:30][CH2:31][F:39])[CH2:4][CH2:5][CH2:6][CH2:7][CH2:8][C@H:9]1[CH2:14][CH2:13][C@H:12]([N:15]([CH3:29])[S:16]([C:19]2[CH:24]=[CH:23][C:22]([C:25]([F:28])([F:27])[F:26])=[CH:21][CH:20]=2)(=[O:18])=[O:17])[CH2:11][CH2:10]1)[CH3:2]. Given the reactants [CH2:1]([N:3]([CH2:30][CH2:31]O)[CH2:4][CH2:5][CH2:6][CH2:7][CH2:8][C@H:9]1[CH2:14][CH2:13][C@H:12]([N:15]([CH3:29])[S:16]([C:19]2[CH:24]=[CH:23][C:22]([C:25]([F:28])([F:27])[F:26])=[CH:21][CH:20]=2)(=[O:18])=[O:17])[CH2:11][CH2:10]1)[CH3:2].CCN(S(F)(F)[F:39])CC.C([O-])([O-])=O.[Na+].[Na+], predict the reaction product. (3) Given the reactants [CH2:1]([C:4]1[NH:5][C:6]2[C:11]([CH:12]=1)=[C:10]([C:13]([F:16])([F:15])[F:14])[C:9]([C:17]#[N:18])=[CH:8][CH:7]=2)[CH2:2][CH3:3].[F:19][C:20]([F:39])([F:38])[C:21]1[CH:22]=[C:23]([C:31]2[O:35][N:34]=[C:33]([CH2:36]Cl)[N:32]=2)[CH:24]=[C:25]([C:27]([F:30])([F:29])[F:28])[CH:26]=1.C([O-])([O-])=O.[Cs+].[Cs+].CC#N, predict the reaction product. The product is: [F:39][C:20]([F:19])([F:38])[C:21]1[CH:22]=[C:23]([C:31]2[O:35][N:34]=[C:33]([CH2:36][N:5]3[C:6]4[C:11](=[C:10]([C:13]([F:15])([F:16])[F:14])[C:9]([C:17]#[N:18])=[CH:8][CH:7]=4)[CH:12]=[C:4]3[CH2:1][CH2:2][CH3:3])[N:32]=2)[CH:24]=[C:25]([C:27]([F:29])([F:28])[F:30])[CH:26]=1. (4) Given the reactants [CH3:1][N:2]1[CH:7]([C:8]2[CH:15]=[CH:14][C:11]([C:12]#[N:13])=[CH:10][C:9]=2B2OC(C)(C)C(C)(C)O2)[C:6]2[C:25](=[O:28])[CH2:26][CH2:27][C:5]=2[N:4]([C:29]2[CH:34]=[CH:33][CH:32]=[C:31]([C:35]([F:38])([F:37])[F:36])[CH:30]=2)[C:3]1=[O:39].I[C:41]1[N:45]([CH3:46])[N:44]=[CH:43][CH:42]=1.ClCCl.C(=O)([O-])[O-].[Cs+].[Cs+], predict the reaction product. The product is: [CH3:1][N:2]1[CH:7]([C:8]2[CH:15]=[CH:14][C:11]([C:12]#[N:13])=[CH:10][C:9]=2[C:41]2[N:45]([CH3:46])[N:44]=[CH:43][CH:42]=2)[C:6]2[C:25](=[O:28])[CH2:26][CH2:27][C:5]=2[N:4]([C:29]2[CH:34]=[CH:33][CH:32]=[C:31]([C:35]([F:37])([F:36])[F:38])[CH:30]=2)[C:3]1=[O:39]. (5) Given the reactants [H-].[H-].[H-].[H-].[Li+].[Al+3].[CH2:7]([N:14]1[C:18]([C:19](OCC)=[O:20])=[CH:17][C:16]([CH3:24])=[N:15]1)[C:8]1[CH:13]=[CH:12][CH:11]=[CH:10][CH:9]=1, predict the reaction product. The product is: [CH2:7]([N:14]1[C:18]([CH2:19][OH:20])=[CH:17][C:16]([CH3:24])=[N:15]1)[C:8]1[CH:9]=[CH:10][CH:11]=[CH:12][CH:13]=1. (6) Given the reactants [CH2:1]([N:3]1[CH2:8][C:7]([CH3:10])([CH3:9])[O:6][C:5](=[O:11])[CH:4]1[CH2:12][C:13]([OH:15])=O)[CH3:2].C(N(C(C)C)CC)(C)C.CN(C(ON1N=NC2C=CC=NC1=2)=[N+](C)C)C.F[P-](F)(F)(F)(F)F.[NH2:49][CH:50]1[C:58]2[C:53](=[CH:54][CH:55]=[CH:56][CH:57]=2)[CH2:52][CH2:51]1, predict the reaction product. The product is: [CH:50]1([NH:49][C:13](=[O:15])[CH2:12][CH:4]2[C:5](=[O:11])[O:6][C:7]([CH3:9])([CH3:10])[CH2:8][N:3]2[CH2:1][CH3:2])[C:58]2[C:53](=[CH:54][CH:55]=[CH:56][CH:57]=2)[CH2:52][CH2:51]1. (7) The product is: [CH2:9]([N:16]1[CH2:17][CH2:18][N:19]([CH2:20][C:21]2[CH:26]=[CH:25][CH:24]=[CH:23][CH:22]=2)[CH2:8][CH:2]1[CH2:3][C:4]([O:6][CH3:7])=[O:5])[C:10]1[CH:11]=[CH:12][CH:13]=[CH:14][CH:15]=1. Given the reactants Br/[C:2](/[CH3:8])=[CH:3]\[C:4]([O:6][CH3:7])=[O:5].[CH2:9]([NH:16][CH2:17][CH2:18][NH:19][CH2:20][C:21]1[CH:26]=[CH:25][CH:24]=[CH:23][CH:22]=1)[C:10]1[CH:15]=[CH:14][CH:13]=[CH:12][CH:11]=1, predict the reaction product. (8) Given the reactants FC(F)(F)C(O)=O.[CH3:8][CH:9]([O:11][C:12]1[CH:19]=[CH:18][C:17]([C:20]2[O:24][N:23]=[C:22]([C:25]3[CH:34]=[CH:33][CH:32]=[C:31]4[C:26]=3[CH2:27][CH2:28][NH:29][CH2:30]4)[N:21]=2)=[CH:16][C:13]=1[C:14]#[N:15])[CH3:10].[CH3:35][C:36]1([CH3:43])[O:41][CH2:40][C:39](=O)[CH2:38][O:37]1.C(O[BH-](OC(=O)C)OC(=O)C)(=O)C.[Na+].C(=O)([O-])O.[Na+], predict the reaction product. The product is: [CH3:35][C:36]1([CH3:43])[O:41][CH2:40][CH:39]([N:29]2[CH2:28][CH2:27][C:26]3[C:31](=[CH:32][CH:33]=[CH:34][C:25]=3[C:22]3[N:21]=[C:20]([C:17]4[CH:18]=[CH:19][C:12]([O:11][CH:9]([CH3:8])[CH3:10])=[C:13]([CH:16]=4)[C:14]#[N:15])[O:24][N:23]=3)[CH2:30]2)[CH2:38][O:37]1. (9) Given the reactants [CH:1]1([NH:8][C:9]2[O:10][CH2:11][C:12]3[CH:18]=[C:17]([NH2:19])[CH:16]=[CH:15][C:13]=3[N:14]=2)[CH2:7][CH2:6][CH2:5][CH2:4][CH2:3][CH2:2]1.[CH:20](=O)[C:21]1[CH:26]=[CH:25][CH:24]=[CH:23][CH:22]=1, predict the reaction product. The product is: [CH2:20]([NH:19][C:17]1[CH:16]=[CH:15][C:13]2[N:14]=[C:9]([NH:8][CH:1]3[CH2:2][CH2:3][CH2:4][CH2:5][CH2:6][CH2:7]3)[O:10][CH2:11][C:12]=2[CH:18]=1)[C:21]1[CH:26]=[CH:25][CH:24]=[CH:23][CH:22]=1. (10) Given the reactants BrC1C=C(C=C(C(C2C=CC=C(OC(F)F)C=2)(C)C)C=1)N.[I:22][C:23]1[CH:28]=[C:27]([N+:29]([O-])=O)[CH:26]=[C:25]([C:32]([C:35]2[CH:40]=[C:39]([O:41][C:42]([F:45])([F:44])[F:43])[CH:38]=[C:37]([O:46][CH:47]([CH3:49])[CH3:48])[CH:36]=2)([CH3:34])[CH3:33])[CH:24]=1, predict the reaction product. The product is: [I:22][C:23]1[CH:28]=[C:27]([CH:26]=[C:25]([C:32]([C:35]2[CH:40]=[C:39]([O:41][C:42]([F:44])([F:45])[F:43])[CH:38]=[C:37]([O:46][CH:47]([CH3:49])[CH3:48])[CH:36]=2)([CH3:33])[CH3:34])[CH:24]=1)[NH2:29].